The task is: Predict the reaction yield, written as a fraction of the theoretical maximum amount of product (1.0 means a 100% yield; for example, 0.34 means a 34% yield).. This data is from Reaction yield outcomes from USPTO patents with 853,638 reactions. (1) The reactants are [CH3:1][N:2]1[C:10]2[CH:9]=[CH:8][N:7]=[CH:6][C:5]=2[N:4]=[C:3]1[CH:11]=O.[F:13][C:14]1[CH:31]=[CH:30][C:17](/[CH:18]=[N:19]/[C:20]2[CH:28]=[CH:27][CH:26]=[C:25]3[C:21]=2[CH2:22][O:23][C:24]3=[O:29])=[CH:16][CH:15]=1.[CH2:32]([OH:34])[CH3:33]. The catalyst is C(OCC)(=O)CC. The product is [F:13][C:14]1[CH:15]=[CH:16][C:17]([CH:18]2[CH:11]([C:3]3[N:2]([CH3:1])[C:10]4[CH:9]=[CH:8][N:7]=[CH:6][C:5]=4[N:4]=3)[C:32](=[O:34])[C:33]3[C:25]([C:24]([O:23][CH2:22][CH3:21])=[O:29])=[CH:26][CH:27]=[CH:28][C:20]=3[NH:19]2)=[CH:30][CH:31]=1. The yield is 0.140. (2) No catalyst specified. The reactants are Br[C:2]1[CH:16]=[CH:15][C:5]([CH2:6][O:7][Si:8]([C:11]([CH3:14])([CH3:13])[CH3:12])([CH3:10])[CH3:9])=[C:4]([CH3:17])[CH:3]=1.[Br:18][C:19]1[CH:24]=[CH:23][C:22](I)=[C:21]([CH3:26])[CH:20]=1. The yield is 0.340. The product is [Br:18][C:19]1[CH:24]=[CH:23][C:22]([C:2]2[CH:16]=[CH:15][C:5]([CH2:6][O:7][Si:8]([C:11]([CH3:14])([CH3:13])[CH3:12])([CH3:10])[CH3:9])=[C:4]([CH3:17])[CH:3]=2)=[C:21]([CH3:26])[CH:20]=1. (3) The reactants are N12CCN(CC1)CC2.[CH2:9]([O:11][C:12]([C:14]1[C:19](=[O:20])[NH:18][C:17]2[CH:21]=[CH:22][S:23][C:16]=2[C:15]=1Cl)=[O:13])[CH3:10].[N:25]1([C:31]([C:33]2[S:34][CH:35]=[CH:36][CH:37]=2)=[O:32])[CH2:30][CH2:29][NH:28][CH2:27][CH2:26]1. The catalyst is CC(N(C)C)=O. The product is [CH2:9]([O:11][C:12]([C:14]1[C:19](=[O:20])[NH:18][C:17]2[CH:21]=[CH:22][S:23][C:16]=2[C:15]=1[N:28]1[CH2:29][CH2:30][N:25]([C:31]([C:33]2[S:34][CH:35]=[CH:36][CH:37]=2)=[O:32])[CH2:26][CH2:27]1)=[O:13])[CH3:10]. The yield is 0.960. (4) The reactants are [Cl:1][C:2]1[S:6][C:5]([C:7]2[O:11][N:10]=[CH:9][C:8]=2[C:12](OCC)=[O:13])=[CH:4][CH:3]=1.[H-].C([Al+]CC(C)C)C(C)C.Cl. The catalyst is O1CCCC1. The product is [Cl:1][C:2]1[S:6][C:5]([C:7]2[O:11][N:10]=[CH:9][C:8]=2[CH2:12][OH:13])=[CH:4][CH:3]=1. The yield is 0.930. (5) The product is [CH2:12]([O:11][C:9](=[O:10])[C:8]([CH3:15])([CH3:14])[CH2:7][CH2:6][CH2:5][CH2:4][CH2:3][CH2:2][C:25]([N+:26]#[C-:27])([S:22]([C:19]1[CH:18]=[CH:17][C:16]([CH3:28])=[CH:21][CH:20]=1)(=[O:23])=[O:24])[CH2:2][CH2:3][CH2:4][CH2:5][CH2:6][CH2:7][C:8]([CH3:14])([CH3:15])[C:9]([O:11][CH2:12][CH3:13])=[O:10])[CH3:13]. The yield is 1.00. The reactants are Br[CH2:2][CH2:3][CH2:4][CH2:5][CH2:6][CH2:7][C:8]([CH3:15])([CH3:14])[C:9]([O:11][CH2:12][CH3:13])=[O:10].[C:16]1([CH3:28])[CH:21]=[CH:20][C:19]([S:22]([CH2:25][N+:26]#[C-:27])(=[O:24])=[O:23])=[CH:18][CH:17]=1.[H-].[Na+]. The catalyst is [I-].C([N+](CCCC)(CCCC)CCCC)CCC.CS(C)=O. (6) The product is [C:1]([O:9][C@@H:10]1[C@@H:27]([O:28][Si:29]([C:32]([CH3:33])([CH3:34])[CH3:35])([CH3:30])[CH3:31])[C@H:26]([O:36][CH2:37][C:38]2[CH:43]=[CH:42][CH:41]=[CH:40][CH:39]=2)[C@@H:25]([CH2:44][O:45][CH2:52][C:49]2[CH:50]=[CH:51][CH:46]=[CH:47][CH:48]=2)[O:24][C@H:11]1[S:12][C:13]1[CH:18]=[C:17]([C:19]([CH3:20])([CH3:21])[CH3:22])[CH:16]=[CH:15][C:14]=1[CH3:23])(=[O:8])[C:2]1[CH:3]=[CH:4][CH:5]=[CH:6][CH:7]=1. The yield is 0.880. The reactants are [C:1]([O:9][C@@H:10]1[C@@H:27]([O:28][Si:29]([C:32]([CH3:35])([CH3:34])[CH3:33])([CH3:31])[CH3:30])[C@H:26]([O:36][CH2:37][C:38]2[CH:43]=[CH:42][CH:41]=[CH:40][CH:39]=2)[C@@H:25]([CH2:44][OH:45])[O:24][C@H:11]1[S:12][C:13]1[CH:18]=[C:17]([C:19]([CH3:22])([CH3:21])[CH3:20])[CH:16]=[CH:15][C:14]=1[CH3:23])(=[O:8])[C:2]1[CH:7]=[CH:6][CH:5]=[CH:4][CH:3]=1.[CH:46]1[CH:51]=[CH:50][C:49]([CH2:52]Br)=[CH:48][CH:47]=1.[H-].[Na+]. The catalyst is C1COCC1.CN(C=O)C. (7) The reactants are Cl[CH:2]=[CH:3][C:4]1[C:5]([C:11]([F:14])([F:13])[F:12])=[N:6][N:7]([CH3:10])[C:8]=1[CH3:9].CC(C)([O-])C.[K+].[NH4+].[Cl-]. The catalyst is C1COCC1. The product is [C:3]([C:4]1[C:5]([C:11]([F:13])([F:14])[F:12])=[N:6][N:7]([CH3:10])[C:8]=1[CH3:9])#[CH:2]. The yield is 0.790.